From a dataset of Peptide-MHC class II binding affinity with 134,281 pairs from IEDB. Regression. Given a peptide amino acid sequence and an MHC pseudo amino acid sequence, predict their binding affinity value. This is MHC class II binding data. The peptide sequence is AFILDGDNLFFKV. The MHC is DRB1_0401 with pseudo-sequence DRB1_0401. The binding affinity (normalized) is 0.633.